Task: Regression. Given two drug SMILES strings and cell line genomic features, predict the synergy score measuring deviation from expected non-interaction effect.. Dataset: NCI-60 drug combinations with 297,098 pairs across 59 cell lines Drug 1: CN1CCC(CC1)COC2=C(C=C3C(=C2)N=CN=C3NC4=C(C=C(C=C4)Br)F)OC. Drug 2: CC1OCC2C(O1)C(C(C(O2)OC3C4COC(=O)C4C(C5=CC6=C(C=C35)OCO6)C7=CC(=C(C(=C7)OC)O)OC)O)O. Cell line: SK-OV-3. Synergy scores: CSS=21.0, Synergy_ZIP=-6.47, Synergy_Bliss=2.95, Synergy_Loewe=0.891, Synergy_HSA=5.75.